From a dataset of Reaction yield outcomes from USPTO patents with 853,638 reactions. Predict the reaction yield, written as a fraction of the theoretical maximum amount of product (1.0 means a 100% yield; for example, 0.34 means a 34% yield). (1) The reactants are [C:1]([O:5][C:6]([N:8]1[CH2:13][CH2:12][CH:11]([C:14]2[NH:18][C:17]3[CH:19]=[CH:20][CH:21]=[CH:22][C:16]=3[N:15]=2)[CH2:10][CH2:9]1)=[O:7])([CH3:4])([CH3:3])[CH3:2].[OH-].[K+].CS(O[CH:30]([O:32][CH2:33][CH3:34])[CH3:31])(=O)=O. The catalyst is C1(C)C=CC=CC=1. The product is [C:1]([O:5][C:6]([N:8]1[CH2:13][CH2:12][CH:11]([C:14]2[N:15]([CH2:31][CH2:30][O:32][CH2:33][CH3:34])[C:16]3[CH:22]=[CH:21][CH:20]=[CH:19][C:17]=3[N:18]=2)[CH2:10][CH2:9]1)=[O:7])([CH3:4])([CH3:2])[CH3:3]. The yield is 0.910. (2) The reactants are [CH3:1][N:2]([CH2:6][CH2:7][O:8][C:9]1[CH:18]=[CH:17][CH:16]=[C:15]2[C:10]=1[C:11](=O)[NH:12][CH:13]=[N:14]2)[C:3](=[O:5])[CH3:4].C(N(C(C)C)CC)(C)C.P(Cl)(Cl)([Cl:31])=O.C(=O)([O-])O.[Na+]. The product is [Cl:31][C:11]1[C:10]2[C:15](=[CH:16][CH:17]=[CH:18][C:9]=2[O:8][CH2:7][CH2:6][N:2]([CH3:1])[C:3](=[O:5])[CH3:4])[N:14]=[CH:13][N:12]=1. The catalyst is C(Cl)Cl. The yield is 0.320.